Dataset: Full USPTO retrosynthesis dataset with 1.9M reactions from patents (1976-2016). Task: Predict the reactants needed to synthesize the given product. (1) The reactants are: [NH:1]1[CH2:6][CH2:5][CH2:4][CH:3]([CH2:7][OH:8])[CH2:2]1.C(=O)([O-])[O-].[K+].[K+].Br[CH2:16][CH2:17][CH2:18][C:19]#[N:20]. Given the product [OH:8][CH2:7][CH:3]1[CH2:4][CH2:5][CH2:6][N:1]([CH2:16][CH2:17][CH2:18][C:19]#[N:20])[CH2:2]1, predict the reactants needed to synthesize it. (2) Given the product [CH2:1]([O:3][C:4]([C:6]1[C:11]([CH3:12])=[N:10][C:9]([NH:13][CH2:14]/[CH:15]=[CH:16]/[C:39]2[CH:38]=[CH:37][CH:36]=[C:35]([O:34][CH2:27][C:28]3[CH:29]=[CH:30][CH:31]=[CH:32][CH:33]=3)[N:40]=2)=[N:8][C:7]=1[CH3:26])=[O:5])[CH3:2], predict the reactants needed to synthesize it. The reactants are: [CH2:1]([O:3][C:4]([C:6]1[C:7]([CH3:26])=[N:8][C:9]([NH:13][CH2:14]/[CH:15]=[CH:16]/B2OC(C)(C)C(C)(C)O2)=[N:10][C:11]=1[CH3:12])=[O:5])[CH3:2].[CH2:27]([O:34][C:35]1[N:40]=[C:39](Br)[CH:38]=[CH:37][CH:36]=1)[C:28]1[CH:33]=[CH:32][CH:31]=[CH:30][CH:29]=1.C(=O)([O-])[O-].[K+].[K+].CN(C=O)C. (3) The reactants are: [C:1]([C:4]1[C:5]([CH3:15])=[C:6]2[C:11](=[O:12])[NH:10][CH2:9][CH2:8][N:7]2[C:13]=1[CH3:14])(=[O:3])[CH3:2].CC(O[CH:21](N(C)C)[N:22]([CH3:24])[CH3:23])(C)C. Given the product [CH3:21][N:22]([CH3:24])/[CH:23]=[CH:2]/[C:1]([C:4]1[C:5]([CH3:15])=[C:6]2[C:11](=[O:12])[NH:10][CH2:9][CH2:8][N:7]2[C:13]=1[CH3:14])=[O:3], predict the reactants needed to synthesize it. (4) The reactants are: [N:1]1([CH2:6][CH2:7][CH2:8][NH:9][C:10]([C:12]2[CH:21]=[CH:20][C:19]3[C:14](=[C:15](Br)[CH:16]=[N:17][CH:18]=3)[N:13]=2)=[O:11])[CH:5]=[CH:4][N:3]=[CH:2]1.[Cl:23][C:24]1[CH:29]=[CH:28][CH:27]=[CH:26][C:25]=1B(O)O.C(=O)([O-])[O-].[Cs+].[Cs+]. Given the product [N:1]1([CH2:6][CH2:7][CH2:8][NH:9][C:10]([C:12]2[CH:21]=[CH:20][C:19]3[C:14](=[C:15]([C:25]4[CH:26]=[CH:27][CH:28]=[CH:29][C:24]=4[Cl:23])[CH:16]=[N:17][CH:18]=3)[N:13]=2)=[O:11])[CH:5]=[CH:4][N:3]=[CH:2]1, predict the reactants needed to synthesize it. (5) Given the product [C:1]([C:3]1([CH2:9][C:10]([NH2:11])=[O:13])[CH2:8][CH2:7][CH2:6][CH2:5][CH2:4]1)#[N:2], predict the reactants needed to synthesize it. The reactants are: [C:1]([C:3]1([CH2:9][C:10]#[N:11])[CH2:8][CH2:7][CH2:6][CH2:5][CH2:4]1)#[N:2].P([O-])([O-])([O-])=[O:13].[K+].[K+].[K+]. (6) Given the product [F:17][C:2]1([F:1])[O:6][C:5]2[CH:7]=[CH:8][C:9]([C:11]3([C:14]([NH:29][C:26]4[CH:25]=[CH:24][C:23]([CH3:22])=[CH:28][N:27]=4)=[O:16])[CH2:12][CH2:13]3)=[CH:10][C:4]=2[O:3]1, predict the reactants needed to synthesize it. The reactants are: [F:1][C:2]1([F:17])[O:6][C:5]2[CH:7]=[CH:8][C:9]([C:11]3([C:14]([OH:16])=O)[CH2:13][CH2:12]3)=[CH:10][C:4]=2[O:3]1.S(Cl)(Cl)=O.[CH3:22][C:23]1[CH:24]=[CH:25][C:26]([NH2:29])=[N:27][CH:28]=1.C(N(CC)CC)C. (7) Given the product [F:11][C:2]([F:1])([F:12])[C:3]1[N:4]=[CH:5][CH:6]=[CH:7][C:8]=1[CH:9]=[O:10], predict the reactants needed to synthesize it. The reactants are: [F:1][C:2]([F:12])([F:11])[C:3]1[C:8]([CH2:9][OH:10])=[CH:7][CH:6]=[CH:5][N:4]=1. (8) Given the product [F:1][C:2]1[CH:7]=[CH:6][C:5]([C:8]2[C:12]([C:13]3[N:14]=[CH:15][N:16]([C:23]4[CH:30]=[CH:29][C:26]([C:27]#[N:28])=[CH:25][CH:24]=4)[CH:17]=3)=[C:11]([C:18]([F:21])([F:19])[F:20])[O:10][N:9]=2)=[CH:4][CH:3]=1, predict the reactants needed to synthesize it. The reactants are: [F:1][C:2]1[CH:7]=[CH:6][C:5]([C:8]2[C:12]([C:13]3[N:14]=[CH:15][NH:16][CH:17]=3)=[C:11]([C:18]([F:21])([F:20])[F:19])[O:10][N:9]=2)=[CH:4][CH:3]=1.F[C:23]1[CH:30]=[CH:29][C:26]([C:27]#[N:28])=[CH:25][CH:24]=1. (9) Given the product [CH3:1][C:2]1[N:3]([CH2:30][C:31]([OH:33])=[O:32])[C:4]2[CH2:5][C:6]([CH3:29])([CH3:28])[CH2:7][C:8](=[O:27])[C:9]=2[C:10]=1[S:11][C:12]1[CH:17]=[CH:16][C:15]([S:18]([N:21]2[CH2:26][CH2:25][O:24][CH2:23][CH2:22]2)(=[O:19])=[O:20])=[CH:14][CH:13]=1, predict the reactants needed to synthesize it. The reactants are: [CH3:1][C:2]1[N:3]([CH2:30][C:31]([O:33]CC)=[O:32])[C:4]2[CH2:5][C:6]([CH3:29])([CH3:28])[CH2:7][C:8](=[O:27])[C:9]=2[C:10]=1[S:11][C:12]1[CH:17]=[CH:16][C:15]([S:18]([N:21]2[CH2:26][CH2:25][O:24][CH2:23][CH2:22]2)(=[O:20])=[O:19])=[CH:14][CH:13]=1.[OH-].[Na+].Cl.